Dataset: Reaction yield outcomes from USPTO patents with 853,638 reactions. Task: Predict the reaction yield, written as a fraction of the theoretical maximum amount of product (1.0 means a 100% yield; for example, 0.34 means a 34% yield). The reactants are [Br:1][C:2]1[N:6]2[CH2:7][CH2:8][N:9]([C:10](=[O:12])[CH3:11])[C:5]2=[N:4][C:3]=1[C:13]1[CH:18]=[CH:17][CH:16]=[C:15]([CH3:19])[N:14]=1.[C:20]([N:23]1C(C#N)CN2C=C(C3C=CC=C(C)N=3)N=C12)(=O)C.CC1N=C(C2N=C3N(C(=O)C)CCN3C=2)C=CC=1. No catalyst specified. The product is [C:10]([N:9]1[CH:8]([C:20]#[N:23])[CH2:7][N:6]2[C:2]([Br:1])=[C:3]([C:13]3[CH:18]=[CH:17][CH:16]=[C:15]([CH3:19])[N:14]=3)[N:4]=[C:5]12)(=[O:12])[CH3:11]. The yield is 0.530.